Dataset: Forward reaction prediction with 1.9M reactions from USPTO patents (1976-2016). Task: Predict the product of the given reaction. (1) Given the reactants [Cl:1][C:2]1[CH:3]=[C:4]([C:8]#[C:9][C:10]([C:12]2[CH:13]=[N:14][CH:15]=[CH:16][CH:17]=2)=[O:11])[CH:5]=[CH:6][CH:7]=1.[SH:18][CH:19]([CH3:23])[C:20](=[O:22])[CH3:21].N1CCOCC1, predict the reaction product. The product is: [Cl:1][C:2]1[CH:3]=[C:4]([C:8]2[S:18][CH:19]([CH3:23])[C:20]([CH3:21])([OH:22])[C:9]=2[C:10]([C:12]2[CH:13]=[N:14][CH:15]=[CH:16][CH:17]=2)=[O:11])[CH:5]=[CH:6][CH:7]=1. (2) Given the reactants [Br:1][C:2]1[CH:3]=[C:4]2[C:9](=[CH:10][CH:11]=1)[C:8](=[O:12])[NH:7][C:6](=[O:13])/[C:5]/2=[CH:14]/OC.[CH3:17][N:18]([CH2:26][CH2:27][N:28]1[CH2:33][CH2:32][N:31]([CH3:34])[CH2:30][CH2:29]1)[C:19]1[CH:24]=[CH:23][C:22]([NH2:25])=[CH:21][CH:20]=1.C(O)(C(F)(F)F)=O.C(N(CC)CC)C, predict the reaction product. The product is: [Br:1][C:2]1[CH:3]=[C:4]2[C:9](=[CH:10][CH:11]=1)[C:8](=[O:12])[NH:7][C:6](=[O:13])/[C:5]/2=[CH:14]\[NH:25][C:22]1[CH:23]=[CH:24][C:19]([N:18]([CH3:17])[CH2:26][CH2:27][N:28]2[CH2:33][CH2:32][N:31]([CH3:34])[CH2:30][CH2:29]2)=[CH:20][CH:21]=1. (3) Given the reactants [C:1]([C:5]1[CH:21]=[CH:20][C:8]([C:9]([NH:11][C:12]2[CH:17]=[CH:16][CH:15]=[C:14]([Br:18])[C:13]=2[Br:19])=O)=[CH:7][CH:6]=1)([CH3:4])([CH3:3])[CH3:2].COC1C=CC(P2(SP(C3C=CC(OC)=CC=3)(=S)S2)=[S:31])=CC=1, predict the reaction product. The product is: [C:1]([C:5]1[CH:21]=[CH:20][C:8]([C:9](=[S:31])[NH:11][C:12]2[CH:17]=[CH:16][CH:15]=[C:14]([Br:18])[C:13]=2[Br:19])=[CH:7][CH:6]=1)([CH3:4])([CH3:3])[CH3:2]. (4) The product is: [N:39]1[CH:35]=[CH:34][C:33]([NH:38][C:19]([C@H:16]2[CH2:17][CH2:18][C@H:13]([CH2:12][N:4]3[C:5]4[NH:6][C:7](=[O:11])[CH:8]=[CH:9][C:10]=4[N:2]([CH3:1])[C:3]3=[O:22])[CH2:14][CH2:15]2)=[O:20])=[CH:32][N:31]=1. Given the reactants [CH3:1][N:2]1[C:10]2[CH:9]=[CH:8][C:7](=[O:11])[NH:6][C:5]=2[N:4]([CH2:12][C@H:13]2[CH2:18][CH2:17][C@H:16]([C:19](O)=[O:20])[CH2:15][CH2:14]2)[C:3]1=[O:22].CN(C(O[N:31]1[N:39]=[N:38][C:33]2[CH:34]=[CH:35]C=N[C:32]1=2)=[N+](C)C)C.F[P-](F)(F)(F)(F)F.NC1N=NC=CC=1, predict the reaction product. (5) Given the reactants Cl[C:2]1[N:7]=[C:6](Cl)[N:5]=[C:4]([C:9]2[CH:14]=[CH:13][CH:12]=[C:11]([C:15]([F:18])([F:17])[CH3:16])[N:10]=2)[N:3]=1.Cl.[F:20][C:21]1([F:28])[CH2:26][CH2:25][CH:24]([NH2:27])[CH2:23][CH2:22]1.[F-:29].[Cs+].CC[N:33]([CH:37]([CH3:39])[CH3:38])C(C)C, predict the reaction product. The product is: [F:20][C:21]1([F:28])[CH2:26][CH2:25][CH:24]([NH:27][C:2]2[N:7]=[C:6]([NH:33][CH:37]3[CH2:38][CH2:16][C:15]([F:17])([F:29])[CH2:11][CH2:39]3)[N:5]=[C:4]([C:9]3[CH:14]=[CH:13][CH:12]=[C:11]([C:15]([F:18])([F:17])[CH3:16])[N:10]=3)[N:3]=2)[CH2:23][CH2:22]1. (6) Given the reactants [N:1]1[C:2]([C:10]2[CH:15]=[CH:14][CH:13]=[CH:12][C:11]=2[NH2:16])=[CH:3][N:4]2[CH:9]=[CH:8][CH:7]=[CH:6][C:5]=12.[CH3:17][C:18]([CH3:22])([CH3:21])[CH:19]=O.O.C1(C)C=CC(S(O)(=O)=O)=CC=1.O, predict the reaction product. The product is: [C:18]([C:22]1[N:16]=[C:11]2[CH:12]=[CH:13][CH:14]=[CH:15][C:10]2=[C:2]2[C:3]=1[N:4]1[C:5]([CH:6]=[CH:7][CH:8]=[CH:9]1)=[N:1]2)([CH3:21])([CH3:19])[CH3:17]. (7) Given the reactants CC1(C)[O:7][CH2:6][C:5]([NH:37]C(=O)OC(C)(C)C)([CH2:8][N:9]2[CH2:18][CH2:17][C:16]3[C:11](=[CH:12][CH:13]=[C:14]([O:19][CH2:20][C:21]4[CH:26]=[CH:25][C:24]([C:27]5[CH:32]=[CH:31][CH:30]=[CH:29][C:28]=5[C:33]([F:36])([F:35])[F:34])=[CH:23][CH:22]=4)[CH:15]=3)[CH2:10]2)[CH2:4][O:3]1.CC1(C)OCC(NC(=O)OC(C)(C)C)(CNC2C=CC(CCCCCCCC)=CC=2)CO1, predict the reaction product. The product is: [NH2:37][C:5]([CH2:8][N:9]1[CH2:18][CH2:17][C:16]2[C:11](=[CH:12][CH:13]=[C:14]([O:19][CH2:20][C:21]3[CH:26]=[CH:25][C:24]([C:27]4[CH:32]=[CH:31][CH:30]=[CH:29][C:28]=4[C:33]([F:36])([F:34])[F:35])=[CH:23][CH:22]=3)[CH:15]=2)[CH2:10]1)([CH2:4][OH:3])[CH2:6][OH:7]. (8) Given the reactants [Cl:1][C:2]1[C:7]([CH:8]([CH3:11])[CH:9]=O)=[CH:6][C:5]([C:12]#[N:13])=[CH:4][C:3]=1[NH:14][C:15]1[N:20]=[C:19]([N:21]([CH:31]2[CH2:33][CH2:32]2)[CH2:22][C:23]2[CH:28]=[CH:27][C:26]([O:29][CH3:30])=[CH:25][CH:24]=2)[C:18]2=[N:34][CH:35]=[C:36]([C:37]#[N:38])[N:17]2[N:16]=1.[NH:39]1[CH2:42][CH:41]([OH:43])[CH2:40]1.CC(O)=O.C([BH3-])#N.[Na+], predict the reaction product. The product is: [Cl:1][C:2]1[C:7]([CH:8]([CH3:11])[CH2:9][N:39]2[CH2:42][CH:41]([OH:43])[CH2:40]2)=[CH:6][C:5]([C:12]#[N:13])=[CH:4][C:3]=1[NH:14][C:15]1[N:20]=[C:19]([N:21]([CH:31]2[CH2:33][CH2:32]2)[CH2:22][C:23]2[CH:24]=[CH:25][C:26]([O:29][CH3:30])=[CH:27][CH:28]=2)[C:18]2=[N:34][CH:35]=[C:36]([C:37]#[N:38])[N:17]2[N:16]=1.